Task: Predict the reaction yield, written as a fraction of the theoretical maximum amount of product (1.0 means a 100% yield; for example, 0.34 means a 34% yield).. Dataset: Reaction yield outcomes from USPTO patents with 853,638 reactions (1) The reactants are [C:1]([C:3]1[CH:11]=[CH:10][C:6]([C:7](O)=[O:8])=[CH:5][CH:4]=1)#[N:2].CN([C:15]([O:19][N:20]1N=NC2C=CC=N[C:21]1=2)=[N+](C)C)C.F[P-](F)(F)(F)(F)F.CN. The catalyst is C(Cl)Cl.O. The product is [C:1]([C:3]1[CH:11]=[CH:10][C:6]([C:7]([N:20]([O:19][CH3:15])[CH3:21])=[O:8])=[CH:5][CH:4]=1)#[N:2]. The yield is 0.960. (2) The product is [Cl:16][C:17]1[CH:18]=[N:19][CH:20]=[CH:21][C:22]=1/[CH:23]=[C:8]1/[C:9](=[O:15])[C:10]2[C:5]([CH2:6][CH2:7]/1)=[CH:4][C:3]([O:2][CH3:1])=[C:12]([O:13][CH3:14])[CH:11]=2. The catalyst is C(O)C. The reactants are [CH3:1][O:2][C:3]1[CH:4]=[C:5]2[C:10](=[CH:11][C:12]=1[O:13][CH3:14])[C:9](=[O:15])[CH2:8][CH2:7][CH2:6]2.[Cl:16][C:17]1[CH:18]=[N:19][CH:20]=[CH:21][C:22]=1[CH:23]=O.[OH-].[Na+]. The yield is 0.440. (3) The reactants are [CH:1]1([CH2:6][CH:7]([C:11]2[CH:16]=[CH:15][C:14]([S:17]([CH3:20])(=[O:19])=[O:18])=[C:13]([N+:21]([O-:23])=[O:22])[CH:12]=2)[C:8]([OH:10])=O)[CH2:5][CH2:4][CH2:3][CH2:2]1.C(N(CC)CC)C.F[P-](F)(F)(F)(F)F.N1(O[P+](N(C)C)(N(C)C)N(C)C)C2C=CC=CC=2N=N1.[NH2:58][C:59]1[NH:60][C:61]2[CH:67]=[CH:66][CH:65]=[CH:64][C:62]=2[N:63]=1.Cl. The catalyst is CN(C)C=O.O.C(OCC)(=O)C. The product is [NH:60]1[C:61]2[CH:67]=[CH:66][CH:65]=[CH:64][C:62]=2[N:63]=[C:59]1[NH:58][C:8](=[O:10])[CH:7]([C:11]1[CH:16]=[CH:15][C:14]([S:17]([CH3:20])(=[O:19])=[O:18])=[C:13]([N+:21]([O-:23])=[O:22])[CH:12]=1)[CH2:6][CH:1]1[CH2:2][CH2:3][CH2:4][CH2:5]1. The yield is 0.380. (4) The reactants are [F:1][C:2]1[C:10]2[S:9][C:8]([C:11]([O:13]C)=[O:12])=[CH:7][C:6]=2[C:5]([O:15][CH3:16])=[CH:4][CH:3]=1.[OH-].[Na+].CO. The catalyst is O. The product is [F:1][C:2]1[C:10]2[S:9][C:8]([C:11]([OH:13])=[O:12])=[CH:7][C:6]=2[C:5]([O:15][CH3:16])=[CH:4][CH:3]=1. The yield is 0.970.